From a dataset of NCI-60 drug combinations with 297,098 pairs across 59 cell lines. Regression. Given two drug SMILES strings and cell line genomic features, predict the synergy score measuring deviation from expected non-interaction effect. (1) Drug 1: COC1=NC(=NC2=C1N=CN2C3C(C(C(O3)CO)O)O)N. Drug 2: CC1=C(C(=O)C2=C(C1=O)N3CC4C(C3(C2COC(=O)N)OC)N4)N. Cell line: DU-145. Synergy scores: CSS=35.2, Synergy_ZIP=2.02, Synergy_Bliss=0.828, Synergy_Loewe=-51.6, Synergy_HSA=-3.08. (2) Drug 1: CC12CCC(CC1=CCC3C2CCC4(C3CC=C4C5=CN=CC=C5)C)O. Drug 2: C1=CN(C(=O)N=C1N)C2C(C(C(O2)CO)O)O.Cl. Cell line: HCC-2998. Synergy scores: CSS=14.3, Synergy_ZIP=-7.76, Synergy_Bliss=-0.958, Synergy_Loewe=-5.38, Synergy_HSA=-1.35. (3) Drug 1: CC1C(C(=O)NC(C(=O)N2CCCC2C(=O)N(CC(=O)N(C(C(=O)O1)C(C)C)C)C)C(C)C)NC(=O)C3=C4C(=C(C=C3)C)OC5=C(C(=O)C(=C(C5=N4)C(=O)NC6C(OC(=O)C(N(C(=O)CN(C(=O)C7CCCN7C(=O)C(NC6=O)C(C)C)C)C)C(C)C)C)N)C. Drug 2: CN1C(=O)N2C=NC(=C2N=N1)C(=O)N. Cell line: HOP-62. Synergy scores: CSS=9.41, Synergy_ZIP=2.94, Synergy_Bliss=3.18, Synergy_Loewe=-1.25, Synergy_HSA=-0.329. (4) Drug 1: C1CN1C2=NC(=NC(=N2)N3CC3)N4CC4. Drug 2: C#CCC(CC1=CN=C2C(=N1)C(=NC(=N2)N)N)C3=CC=C(C=C3)C(=O)NC(CCC(=O)O)C(=O)O. Cell line: SF-295. Synergy scores: CSS=29.9, Synergy_ZIP=0.184, Synergy_Bliss=0.625, Synergy_Loewe=0.866, Synergy_HSA=-0.321. (5) Drug 1: C1=CC(=C2C(=C1NCCNCCO)C(=O)C3=C(C=CC(=C3C2=O)O)O)NCCNCCO. Drug 2: CC(C)CN1C=NC2=C1C3=CC=CC=C3N=C2N. Cell line: UO-31. Synergy scores: CSS=24.7, Synergy_ZIP=-7.98, Synergy_Bliss=0.0956, Synergy_Loewe=-9.68, Synergy_HSA=0.296. (6) Drug 1: CC12CCC(CC1=CCC3C2CCC4(C3CC=C4C5=CN=CC=C5)C)O. Drug 2: C1CC(=O)NC(=O)C1N2CC3=C(C2=O)C=CC=C3N. Cell line: T-47D. Synergy scores: CSS=5.29, Synergy_ZIP=-0.107, Synergy_Bliss=3.56, Synergy_Loewe=3.43, Synergy_HSA=3.55. (7) Drug 1: CN(C)C1=NC(=NC(=N1)N(C)C)N(C)C. Drug 2: CC(C)CN1C=NC2=C1C3=CC=CC=C3N=C2N. Cell line: HCT-15. Synergy scores: CSS=-0.192, Synergy_ZIP=2.68, Synergy_Bliss=5.34, Synergy_Loewe=2.10, Synergy_HSA=1.95.